This data is from Forward reaction prediction with 1.9M reactions from USPTO patents (1976-2016). The task is: Predict the product of the given reaction. (1) The product is: [CH2:1]([N:3]1[CH2:8][C:7]([CH3:9])([CH3:10])[O:6][C:5](=[O:11])[CH:4]1[CH2:12][C:13]([NH:54][CH2:53][C:52]1[CH:55]=[CH:56][CH:57]=[CH:58][C:51]=1[O:50][CH3:49])=[O:15])[CH3:2]. Given the reactants [CH2:1]([N:3]1[CH2:8][C:7]([CH3:10])([CH3:9])[O:6][C:5](=[O:11])[CH:4]1[CH2:12][C:13]([OH:15])=O)[CH3:2].C(N(C(C)C)CC)(C)C.CN(C(ON1N=NC2C=CC=NC1=2)=[N+](C)C)C.F[P-](F)(F)(F)(F)F.[CH3:49][O:50][C:51]1[CH:58]=[CH:57][CH:56]=[CH:55][C:52]=1[CH2:53][NH2:54], predict the reaction product. (2) Given the reactants [Na+:1].[Na+].[NH2:3][C:4]1[C:13]2[C:8](=[CH:9][C:10]([S:14]([O-:17])(=[O:16])=[O:15])=[CH:11][CH:12]=2)[CH:7]=[C:6]([S:18]([O-:21])(=[O:20])=[O:19])[C:5]=1[OH:22].[C:23](O)(=O)[C:24]1[CH:29]=[CH:28][N:27]=[CH:26][CH:25]=1.C[Si](OP(=O)=O)(C)C.[OH-:40].[Na+], predict the reaction product. The product is: [Na+:1].[C:5]([CH2:4][CH2:13][CH2:12][CH2:11][CH2:10][N+:27]1[CH:28]=[CH:29][C:24]([C:23]2[O:22][C:5]3[C:6]([S:18]([O-:21])(=[O:20])=[O:19])=[CH:7][C:8]4[C:13](=[CH:12][CH:11]=[C:10]([S:14]([O-:17])(=[O:16])=[O:15])[CH:9]=4)[C:4]=3[N:3]=2)=[CH:25][CH:26]=1)([OH:22])=[O:40]. (3) The product is: [CH2:6]([N:13]1[CH2:19][CH2:18][CH2:17][C:16]([CH2:28][C:26]([O:25][CH2:24][CH3:23])=[O:27])([OH:20])[CH2:15][CH2:14]1)[C:7]1[CH:8]=[CH:9][CH:10]=[CH:11][CH:12]=1. Given the reactants C([Li])CCC.[CH2:6]([N:13]1[CH2:19][CH2:18][CH2:17][C:16](=[O:20])[CH2:15][CH2:14]1)[C:7]1[CH:12]=[CH:11][CH:10]=[CH:9][CH:8]=1.[NH4+].[Cl-].[CH3:23][CH2:24][O:25][C:26]([CH3:28])=[O:27], predict the reaction product. (4) Given the reactants [Si:1]([O:18][CH2:19][C:20]1[N:25]=[C:24]2[C:26]([C:29]([O:31]CC)=O)=[N:27][O:28][C:23]2=[C:22]([Cl:34])[C:21]=1[N:35]1[CH2:40][C@H:39]([CH3:41])[O:38][C@H:37]([CH3:42])[CH2:36]1)([C:14]([CH3:17])([CH3:16])[CH3:15])([C:8]1[CH:13]=[CH:12][CH:11]=[CH:10][CH:9]=1)[C:2]1[CH:7]=[CH:6][CH:5]=[CH:4][CH:3]=1.[CH2:43]([NH2:50])[C:44]1[CH:49]=[CH:48][CH:47]=[CH:46][CH:45]=1, predict the reaction product. The product is: [CH2:43]([NH:50][C:29]([C:26]1[C:24]2=[N:25][C:20]([CH2:19][O:18][Si:1]([C:14]([CH3:17])([CH3:16])[CH3:15])([C:2]3[CH:7]=[CH:6][CH:5]=[CH:4][CH:3]=3)[C:8]3[CH:9]=[CH:10][CH:11]=[CH:12][CH:13]=3)=[C:21]([N:35]3[CH2:36][C@H:37]([CH3:42])[O:38][C@H:39]([CH3:41])[CH2:40]3)[C:22]([Cl:34])=[C:23]2[O:28][N:27]=1)=[O:31])[C:44]1[CH:49]=[CH:48][CH:47]=[CH:46][CH:45]=1. (5) Given the reactants Br[C:2]1[CH:3]=[C:4]([CH:8]2[CH2:17][C:16]([CH3:19])([CH3:18])[C:15]3[C:10](=[CH:11][CH:12]=[C:13]([S:20]([N:23]4[CH2:28][CH2:27][O:26][CH2:25][CH2:24]4)(=[O:22])=[O:21])[CH:14]=3)[NH:9]2)[CH:5]=[CH:6][CH:7]=1.[NH2:29][C:30]([CH3:35])([CH3:34])[C:31]([OH:33])=[O:32].C(=O)([O-])[O-].[K+].[K+], predict the reaction product. The product is: [CH3:18][C:16]1([CH3:19])[C:15]2[C:10](=[CH:11][CH:12]=[C:13]([S:20]([N:23]3[CH2:28][CH2:27][O:26][CH2:25][CH2:24]3)(=[O:22])=[O:21])[CH:14]=2)[NH:9][CH:8]([C:4]2[CH:3]=[C:2]([NH:29][C:30]([CH3:35])([CH3:34])[C:31]([OH:33])=[O:32])[CH:7]=[CH:6][CH:5]=2)[CH2:17]1. (6) Given the reactants [CH2:1]([N:8]1[C:16]2[C:11](=[CH:12][CH:13]=[C:14]([OH:17])[CH:15]=2)[C:10]([C:18]([NH:20][CH2:21][C:22]2[CH:27]=[CH:26][C:25]([F:28])=[C:24]([F:29])[CH:23]=2)=[O:19])=[C:9]1[CH:30]([CH3:32])[CH3:31])[C:2]1[CH:7]=[CH:6][CH:5]=[CH:4][CH:3]=1.I[CH:34]1[CH2:39][CH2:38][O:37][CH2:36][CH2:35]1, predict the reaction product. The product is: [CH2:1]([N:8]1[C:16]2[C:11](=[CH:12][CH:13]=[C:14]([O:17][CH:34]3[CH2:39][CH2:38][O:37][CH2:36][CH2:35]3)[CH:15]=2)[C:10]([C:18]([NH:20][CH2:21][C:22]2[CH:27]=[CH:26][C:25]([F:28])=[C:24]([F:29])[CH:23]=2)=[O:19])=[C:9]1[CH:30]([CH3:32])[CH3:31])[C:2]1[CH:7]=[CH:6][CH:5]=[CH:4][CH:3]=1. (7) The product is: [CH:11]1([C:8]2[CH:9]=[CH:10][C:5]([C:3]([OH:4])=[O:2])=[N:6][C:7]=2[O:14][CH2:15][CH2:16][O:17][CH3:18])[CH2:13][CH2:12]1. Given the reactants C[O:2][C:3]([C:5]1[CH:10]=[CH:9][C:8]([CH:11]2[CH2:13][CH2:12]2)=[C:7]([O:14][CH2:15][CH2:16][O:17][CH3:18])[N:6]=1)=[O:4].[OH-].[Na+], predict the reaction product.